This data is from Reaction yield outcomes from USPTO patents with 853,638 reactions. The task is: Predict the reaction yield, written as a fraction of the theoretical maximum amount of product (1.0 means a 100% yield; for example, 0.34 means a 34% yield). (1) The reactants are [N:1]1([CH2:7][C:8]2[CH:9]=[C:10]([NH2:15])[C:11]([NH2:14])=[CH:12][CH:13]=2)[CH2:6][CH2:5][O:4][CH2:3][CH2:2]1.[CH3:16][O:17][C:18]1[CH:35]=[CH:34][C:21]([CH2:22][N:23]2[CH:27]=[C:26]([N+:28]([O-:30])=[O:29])[C:25]([C:31](O)=O)=[N:24]2)=[CH:20][CH:19]=1.C(Cl)CCl.C1C=CC2N(O)N=NC=2C=1. The catalyst is CN(C=O)C. The product is [CH3:16][O:17][C:18]1[CH:19]=[CH:20][C:21]([CH2:22][N:23]2[CH:27]=[C:26]([N+:28]([O-:30])=[O:29])[C:25]([C:31]3[NH:14][C:11]4[CH:12]=[CH:13][C:8]([CH2:7][N:1]5[CH2:6][CH2:5][O:4][CH2:3][CH2:2]5)=[CH:9][C:10]=4[N:15]=3)=[N:24]2)=[CH:34][CH:35]=1. The yield is 0.370. (2) The reactants are C(=O)([O-])[O-].[K+].[K+].[CH:7]([C:10]1[C:15](=[O:16])[NH:14][C:13](=[O:17])[NH:12][C:11]=1[O:18][C:19]1[CH:20]=[C:21]([CH:24]=[C:25]([CH3:27])[CH:26]=1)[C:22]#[N:23])([CH3:9])[CH3:8].[CH2:28](I)[CH3:29].C(OCC)(=O)C. The catalyst is CN(C=O)C. The product is [CH2:28]([N:12]1[C:11]([O:18][C:19]2[CH:20]=[C:21]([CH:24]=[C:25]([CH3:27])[CH:26]=2)[C:22]#[N:23])=[C:10]([CH:7]([CH3:9])[CH3:8])[C:15](=[O:16])[NH:14][C:13]1=[O:17])[CH3:29]. The yield is 0.280. (3) The reactants are [F:1][C:2]1[CH:3]=[C:4]2[C:8](=[CH:9][CH:10]=1)[NH:7][C:6](=[O:11])[CH2:5]2.[Br:12]N1C(=O)CCC1=O. The catalyst is C(#N)C. The product is [Br:12][C:9]1[CH:10]=[C:2]([F:1])[CH:3]=[C:4]2[C:8]=1[NH:7][C:6](=[O:11])[CH2:5]2. The yield is 0.870. (4) The reactants are Br[C:2]1[CH:7]=[CH:6][C:5]([O:8][CH3:9])=[CH:4][C:3]=1[N+:10]([O-:12])=[O:11].CC1(C)C(C)(C)OB([C:21]2[CH:26]=[CH:25][C:24]([O:27][CH3:28])=[CH:23][CH:22]=2)O1.C(=O)([O-])[O-].[K+].[K+]. The catalyst is C1(C)C=CC=CC=1. The product is [CH3:9][O:8][C:5]1[CH:6]=[CH:7][C:2]([C:21]2[CH:26]=[CH:25][C:24]([O:27][CH3:28])=[CH:23][CH:22]=2)=[C:3]([N+:10]([O-:12])=[O:11])[CH:4]=1. The yield is 0.720. (5) The reactants are CC1(C)[O:6][C@@H:5]([CH2:7][CH2:8][NH:9][C:10]([CH:12]2[CH:16]([C:17]3[CH:22]=[CH:21][CH:20]=[C:19]([Cl:23])[C:18]=3[F:24])[C:15]([C:27]3[CH:32]=[CH:31][C:30]([Cl:33])=[CH:29][C:28]=3[F:34])([C:25]#[N:26])[CH:14]([CH2:35][C:36]([C:39]3[CH2:40][CH2:41][O:42][CH2:43][CH:44]=3)([CH3:38])[CH3:37])[NH:13]2)=[O:11])[CH2:4][O:3]1.Cl. The catalyst is O1CCCC1. The product is [OH:6][C@H:5]([CH2:4][OH:3])[CH2:7][CH2:8][NH:9][C:10]([CH:12]1[CH:16]([C:17]2[CH:22]=[CH:21][CH:20]=[C:19]([Cl:23])[C:18]=2[F:24])[C:15]([C:27]2[CH:32]=[CH:31][C:30]([Cl:33])=[CH:29][C:28]=2[F:34])([C:25]#[N:26])[CH:14]([CH2:35][C:36]([C:39]2[CH2:40][CH2:41][O:42][CH2:43][CH:44]=2)([CH3:38])[CH3:37])[NH:13]1)=[O:11]. The yield is 0.930. (6) The reactants are [Br:1][C:2]1[C:3]([N:24]2[CH2:29][CH2:28][CH2:27][C@@H:26]([NH:30]C(=O)OC(C)(C)C)[CH2:25]2)=[C:4]2[C:10]([NH:11][C:12](=[O:23])[C:13]3[CH:18]=[CH:17][CH:16]=[C:15]([C:19]([F:22])([F:21])[F:20])[CH:14]=3)=[CH:9][NH:8][C:5]2=[N:6][CH:7]=1.C(O)(C(F)(F)F)=O.[ClH:45]. No catalyst specified. The product is [ClH:45].[NH2:30][C@@H:26]1[CH2:27][CH2:28][CH2:29][N:24]([C:3]2[C:2]([Br:1])=[CH:7][N:6]=[C:5]3[NH:8][CH:9]=[C:10]([NH:11][C:12](=[O:23])[C:13]4[CH:18]=[CH:17][CH:16]=[C:15]([C:19]([F:21])([F:22])[F:20])[CH:14]=4)[C:4]=23)[CH2:25]1. The yield is 0.910. (7) The reactants are [H-].[Al+3].[Li+].[H-].[H-].[H-].[C:7]([C:9]1[CH:10]=[C:11]2[C:15](=[CH:16][CH:17]=1)[N:14]([S:18]([C:21]1[CH:26]=[CH:25][C:24]([CH3:27])=[CH:23][CH:22]=1)(=[O:20])=[O:19])[CH:13]=[C:12]2[C@H:28]1[CH2:30][C@H:29]1C(=C)C(OC)=O)#[N:8].[O:37]1CCC[CH2:38]1. The product is [C:7]([C:9]1[CH:10]=[C:11]2[C:15](=[CH:16][CH:17]=1)[N:14]([S:18]([C:21]1[CH:22]=[CH:23][C:24]([CH3:27])=[CH:25][CH:26]=1)(=[O:19])=[O:20])[CH:13]=[C:12]2[C@H:28]1[CH2:30][C@H:29]1[CH2:38][OH:37])#[N:8]. No catalyst specified. The yield is 0.760.